Dataset: Reaction yield outcomes from USPTO patents with 853,638 reactions. Task: Predict the reaction yield, written as a fraction of the theoretical maximum amount of product (1.0 means a 100% yield; for example, 0.34 means a 34% yield). The reactants are [F:1][C:2]([F:10])([C:6]([F:9])([F:8])[F:7])[C:3](=[NH:5])[NH2:4].C(O[CH:14]=[C:15]([C:21](=O)[CH:22]([F:24])[F:23])[C:16]([O:18][CH2:19][CH3:20])=[O:17])C.CC[O-].[Na+]. The catalyst is C(O)C. The product is [F:23][CH:22]([F:24])[C:21]1[C:15]([C:16]([O:18][CH2:19][CH3:20])=[O:17])=[CH:14][N:4]=[C:3]([C:2]([F:10])([F:1])[C:6]([F:9])([F:8])[F:7])[N:5]=1. The yield is 0.400.